From a dataset of Reaction yield outcomes from USPTO patents with 853,638 reactions. Predict the reaction yield, written as a fraction of the theoretical maximum amount of product (1.0 means a 100% yield; for example, 0.34 means a 34% yield). (1) The reactants are [H-].[Na+].[OH:3][C@H:4]([C@@H:10]([OH:16])[C:11]([N:13]([CH3:15])[CH3:14])=[O:12])[C:5]([N:7]([CH3:9])[CH3:8])=[O:6].I[CH2:18][CH2:19][CH2:20][CH2:21][CH2:22][CH2:23][CH2:24][CH2:25][CH2:26][CH2:27][CH2:28][CH3:29]. The catalyst is CCCCC.CN(C=O)C. The product is [CH2:18]([O:16][C@H:10]([C@@H:4]([O:3][CH2:29][CH2:28][CH2:27][CH2:26][CH2:25][CH2:24][CH2:23][CH2:22][CH2:21][CH2:20][CH2:19][CH3:18])[C:5]([N:7]([CH3:9])[CH3:8])=[O:6])[C:11]([N:13]([CH3:15])[CH3:14])=[O:12])[CH2:19][CH2:20][CH2:21][CH2:22][CH2:23][CH2:24][CH2:25][CH2:26][CH2:27][CH2:28][CH3:29]. The yield is 0.280. (2) The reactants are [N:1]1[CH:6]=[CH:5][CH:4]=[C:3]([C:7]([OH:9])=O)[N:2]=1.C[N:11]1CCOCC1.ClC(OC(C)C)=O.N. The catalyst is O1CCCC1. The product is [N:1]1[CH:6]=[CH:5][CH:4]=[C:3]([C:7]([NH2:11])=[O:9])[N:2]=1. The yield is 0.204. (3) The reactants are C([O:3][C:4]([C:6]1([C:11]2[CH:16]=[CH:15][C:14]([Br:17])=[CH:13][CH:12]=2)[O:10][CH2:9][CH2:8][O:7]1)=[O:5])C.O.[OH-].[Li+]. The catalyst is O1CCCC1. The product is [Br:17][C:14]1[CH:13]=[CH:12][C:11]([C:6]2([C:4]([OH:5])=[O:3])[O:7][CH2:8][CH2:9][O:10]2)=[CH:16][CH:15]=1. The yield is 0.660. (4) The reactants are [Cl:1][C:2]1[CH:7]=[CH:6][C:5]([NH:8][C:9](=[O:12])[CH2:10]Cl)=[C:4]([C:13](=[O:21])[C:14]2[CH:19]=[CH:18][CH:17]=[CH:16][C:15]=2[Cl:20])[CH:3]=1.C(=O)([O-])[O-].[K+].[K+].[N:28]1[CH:33]=[CH:32][CH:31]=[N:30][C:29]=1[N:34]1[CH2:39][CH2:38][NH:37][CH2:36][CH2:35]1. The catalyst is CC(C)=O.C(OCC)(=O)C.CCCCCC. The yield is 0.830. The product is [Cl:1][C:2]1[CH:7]=[CH:6][C:5]([NH:8][C:9](=[O:12])[CH2:10][N:37]2[CH2:38][CH2:39][N:34]([C:29]3[N:28]=[CH:33][CH:32]=[CH:31][N:30]=3)[CH2:35][CH2:36]2)=[C:4]([C:13](=[O:21])[C:14]2[CH:19]=[CH:18][CH:17]=[CH:16][C:15]=2[Cl:20])[CH:3]=1. (5) The reactants are [CH3:1][C:2]1([CH3:18])[C:6]([CH3:8])([CH3:7])[O:5][B:4]([C:9]2[CH:10]=[C:11]([CH:15]=[CH:16][CH:17]=2)[C:12]([OH:14])=O)[O:3]1.CCN(C(C)C)C(C)C.CN(C(ON1N=NC2C=CC=NC1=2)=[N+](C)C)C.F[P-](F)(F)(F)(F)F.[NH2:52][C:53]1[CH:62]=[CH:61][C:56]([C:57]([O:59][CH3:60])=[O:58])=[C:55]([O:63][CH3:64])[CH:54]=1. The catalyst is CN(C=O)C. The product is [CH3:64][O:63][C:55]1[CH:54]=[C:53]([NH:52][C:12](=[O:14])[C:11]2[CH:15]=[CH:16][CH:17]=[C:9]([B:4]3[O:5][C:6]([CH3:7])([CH3:8])[C:2]([CH3:1])([CH3:18])[O:3]3)[CH:10]=2)[CH:62]=[CH:61][C:56]=1[C:57]([O:59][CH3:60])=[O:58]. The yield is 0.440. (6) The reactants are C([CH:8]1[CH2:13][O:12][CH2:11][CH2:10][N:9]1[S:14]([NH2:17])(=[O:16])=[O:15])(OC(C)(C)C)=O.C(C1(S([NH-])(=O)=O)CC1)C. No catalyst specified. The product is [N:9]1([S:14]([NH2:17])(=[O:16])=[O:15])[CH2:10][CH2:11][O:12][CH2:13][CH2:8]1. The yield is 0.820. (7) The reactants are [F:1][C:2]1[CH:7]=[C:6]([F:8])[CH:5]=[CH:4][C:3]=1[C:9]([OH:34])([CH2:28][N:29]1[CH:33]=[N:32][N:31]=[N:30]1)[C:10]([C:13]1[N:18]=[CH:17][C:16]([O:19][C:20]2[CH:27]=[CH:26][C:23](C#N)=[CH:22][CH:21]=2)=[CH:15][CH:14]=1)([F:12])[F:11].[F:35]C1C=CC(B(O)O)=CC=1. No catalyst specified. The product is [F:1][C:2]1[CH:7]=[C:6]([F:8])[CH:5]=[CH:4][C:3]=1[C:9]([OH:34])([CH2:28][N:29]1[CH:33]=[N:32][N:31]=[N:30]1)[C:10]([F:11])([F:12])[C:13]1[CH:14]=[CH:15][C:16]([O:19][C:20]2[CH:21]=[CH:22][C:23]([F:35])=[CH:26][CH:27]=2)=[CH:17][N:18]=1. The yield is 0.424. (8) The reactants are [C:1]([NH:4][C:5]1[C:6]2[N:7]=[CH:8][N:9]([C:42]=2[N:43]=[CH:44][N:45]=1)[C@@H:10]1[O:41][C@H:15]([CH2:16][O:17][C:18]([C:35]2[CH:40]=[CH:39][CH:38]=[CH:37][CH:36]=2)([C:27]2[CH:32]=[CH:31][C:30]([O:33][CH3:34])=[CH:29][CH:28]=2)[C:19]2[CH:24]=[CH:23][C:22]([O:25][CH3:26])=[CH:21][CH:20]=2)[C@@H:13]([OH:14])[C@H:11]1[OH:12])(=[O:3])[CH3:2].C(N(C(C)C)CC)(C)C.[C:55]([CH2:57][CH2:58][O:59][CH2:60]Cl)#[N:56].C(=O)(O)[O-].[Na+]. The catalyst is ClCCCl. The product is [C:1]([NH:4][C:5]1[C:6]2[N:7]=[CH:8][N:9]([C:42]=2[N:43]=[CH:44][N:45]=1)[C@@H:10]1[O:41][C@H:15]([CH2:16][O:17][C:18]([C:35]2[CH:36]=[CH:37][CH:38]=[CH:39][CH:40]=2)([C:19]2[CH:20]=[CH:21][C:22]([O:25][CH3:26])=[CH:23][CH:24]=2)[C:27]2[CH:32]=[CH:31][C:30]([O:33][CH3:34])=[CH:29][CH:28]=2)[C@@H:13]([OH:14])[C@H:11]1[O:12][CH2:60][O:59][CH2:58][CH2:57][C:55]#[N:56])(=[O:3])[CH3:2]. The yield is 0.330.